This data is from Forward reaction prediction with 1.9M reactions from USPTO patents (1976-2016). The task is: Predict the product of the given reaction. (1) Given the reactants [F:1][C:2]1[CH:7]=[CH:6][C:5]2[C:8]3([CH2:36][O:37][C:4]=2[CH:3]=1)[CH2:13][CH2:12][N:11]([C:14]([C:16]1[CH:17]=[N:18][C:19]2[N:20]([N:30]=[CH:31][C:32]=2[C:33](O)=[O:34])[C:21]=1[NH:22][C:23]1[CH:28]=[CH:27][C:26]([CH3:29])=[CH:25][CH:24]=1)=[O:15])[CH2:10][CH2:9]3.[CH2:38]([S:40]([NH2:43])(=[O:42])=[O:41])[CH3:39], predict the reaction product. The product is: [F:1][C:2]1[CH:7]=[CH:6][C:5]2[C:8]3([CH2:36][O:37][C:4]=2[CH:3]=1)[CH2:9][CH2:10][N:11]([C:14]([C:16]1[CH:17]=[N:18][C:19]2[N:20]([N:30]=[CH:31][C:32]=2[C:33]([NH:43][S:40]([CH2:38][CH3:39])(=[O:42])=[O:41])=[O:34])[C:21]=1[NH:22][C:23]1[CH:28]=[CH:27][C:26]([CH3:29])=[CH:25][CH:24]=1)=[O:15])[CH2:12][CH2:13]3. (2) Given the reactants [OH-].[Na+].O.C([O:6][C:7](=[O:45])[CH2:8][C:9]1[N:10]=[C:11]([C:14]2[CH:19]=[CH:18][C:17]([C:20]([CH2:42][CH3:43])([C:23]3[CH:28]=[CH:27][C:26](/[CH:29]=[CH:30]/[C:31]([OH:40])([C:36]([F:39])([F:38])[F:37])[C:32]([F:35])([F:34])[F:33])=[C:25]([CH3:41])[CH:24]=3)[CH2:21][CH3:22])=[CH:16][C:15]=2[CH3:44])[S:12][CH:13]=1)C.Cl, predict the reaction product. The product is: [CH2:21]([C:20]([C:17]1[CH:18]=[CH:19][C:14]([C:11]2[S:12][CH:13]=[C:9]([CH2:8][C:7]([OH:45])=[O:6])[N:10]=2)=[C:15]([CH3:44])[CH:16]=1)([C:23]1[CH:28]=[CH:27][C:26](/[CH:29]=[CH:30]/[C:31]([OH:40])([C:36]([F:37])([F:38])[F:39])[C:32]([F:34])([F:35])[F:33])=[C:25]([CH3:41])[CH:24]=1)[CH2:42][CH3:43])[CH3:22]. (3) Given the reactants [F:1][CH:2]([F:14])[C:3]1[NH:7][C:6]2[CH:8]=[CH:9][CH:10]=[C:11]([O:12][CH3:13])[C:5]=2[N:4]=1.[Cl:15][C:16]1[N:21]=[C:20](Cl)[N:19]=[C:18]([N:23]2[CH2:28][CH2:27][N:26]([C:29]([O:31][C:32]([CH3:35])([CH3:34])[CH3:33])=[O:30])[CH2:25][CH2:24]2)[N:17]=1.C([O-])([O-])=O.[K+].[K+].O, predict the reaction product. The product is: [Cl:15][C:16]1[N:21]=[C:20]([N:7]2[C:6]3[CH:8]=[CH:9][CH:10]=[C:11]([O:12][CH3:13])[C:5]=3[N:4]=[C:3]2[CH:2]([F:1])[F:14])[N:19]=[C:18]([N:23]2[CH2:24][CH2:25][N:26]([C:29]([O:31][C:32]([CH3:35])([CH3:34])[CH3:33])=[O:30])[CH2:27][CH2:28]2)[N:17]=1.